This data is from Catalyst prediction with 721,799 reactions and 888 catalyst types from USPTO. The task is: Predict which catalyst facilitates the given reaction. (1) Reactant: [C:1]([O:5][C:6]([N:8]1[CH2:13][CH2:12][CH:11]([N:14]=C(C2C=CC=CC=2)C2C=CC=CC=2)[CH:10]([N:28]=[N+:29]=[N-:30])[CH2:9]1)=[O:7])([CH3:4])([CH3:3])[CH3:2].CC1C=CC(S([O-])(=O)=O)=CC=1.C1C=C[NH+]=CC=1. Product: [C:1]([O:5][C:6]([N:8]1[CH2:13][CH2:12][C@H:11]([NH2:14])[C@H:10]([N:28]=[N+:29]=[N-:30])[CH2:9]1)=[O:7])([CH3:4])([CH3:2])[CH3:3]. The catalyst class is: 1. (2) Reactant: O[C:2]1[C:11]2[C:6](=[N:7][CH:8]=[CH:9][CH:10]=2)[N:5]([C:12]2[CH:17]=[CH:16][CH:15]=[C:14]([N+:18]([O-:20])=[O:19])[CH:13]=2)[C:4](=[O:21])[C:3]=1[C:22](=O)[CH2:23][CH2:24][C:25]1[CH:30]=[CH:29][N:28]=[CH:27][CH:26]=1.O.[NH2:33][NH2:34]. Product: [N+:18]([C:14]1[CH:13]=[C:12]([N:5]2[C:6]3[N:7]=[CH:8][CH:9]=[CH:10][C:11]=3[C:2]3[NH:33][N:34]=[C:22]([CH2:23][CH2:24][C:25]4[CH:30]=[CH:29][N:28]=[CH:27][CH:26]=4)[C:3]=3[C:4]2=[O:21])[CH:17]=[CH:16][CH:15]=1)([O-:20])=[O:19]. The catalyst class is: 8. (3) Reactant: [CH3:1][O:2][C:3]1[CH:4]=[C:5]([C:11]([C@@H:13]2[C@:22]3([CH3:23])[C@H:17]([C:18]([CH3:25])([CH3:24])[CH2:19][CH2:20][CH2:21]3)[CH2:16][C@@H:15]([NH2:26])[C@H:14]2[CH3:27])=[O:12])[CH:6]=[C:7]([O:9][CH3:10])[CH:8]=1.F[P-](F)(F)(F)(F)F.N1(O[P+](N2CCCC2)(N2CCCC2)N2CCCC2)C2C=CC=CC=2N=N1.[C:61]1([CH3:70])[C:62]([C:67](O)=[O:68])=[CH:63][CH:64]=[CH:65][CH:66]=1.C(N(CC)C(C)C)(C)C. Product: [CH3:10][O:9][C:7]1[CH:6]=[C:5]([C:11]([C@@H:13]2[C@:22]3([CH3:23])[C@H:17]([C:18]([CH3:25])([CH3:24])[CH2:19][CH2:20][CH2:21]3)[CH2:16][C@@H:15]([NH:26][C:67](=[O:68])[C:62]3[CH:63]=[CH:64][CH:65]=[CH:66][C:61]=3[CH3:70])[C@H:14]2[CH3:27])=[O:12])[CH:4]=[C:3]([O:2][CH3:1])[CH:8]=1. The catalyst class is: 329. (4) Reactant: [OH:1][C@H:2]1[CH2:6][N:5]([C:7]([O:9][C:10]([CH3:13])([CH3:12])[CH3:11])=[O:8])[C@H:4]([C:14]([O:16][CH3:17])=[O:15])[CH2:3]1.C1N=CN([C:23]([N:25]2[CH:29]=N[CH:27]=[CH:26]2)=[O:24])C=1.Cl.[Cl:31][C:32]1[CH:40]=CC=[C:37]2[C:33]=1CN[CH2:36]2.CCN(C(C)C)C(C)C. Product: [Cl:31][C:32]1[CH:33]=[CH:37][CH:36]=[C:27]2[C:40]=1[CH2:29][N:25]([C:23]([O:1][C@H:2]1[CH2:6][N:5]([C:7]([O:9][C:10]([CH3:11])([CH3:12])[CH3:13])=[O:8])[C@H:4]([C:14]([O:16][CH3:17])=[O:15])[CH2:3]1)=[O:24])[CH2:26]2. The catalyst class is: 49.